Dataset: Catalyst prediction with 721,799 reactions and 888 catalyst types from USPTO. Task: Predict which catalyst facilitates the given reaction. (1) Reactant: [C:1]1([O:7][CH3:8])[CH:6]=[CH:5][CH:4]=[CH:3][CH:2]=1.[F:9][C:10]1[CH:18]=[CH:17][C:13]([C:14](Cl)=[O:15])=[CH:12][CH:11]=1.[Cl-].[Al+3].[Cl-].[Cl-].Cl. Product: [F:9][C:10]1[CH:18]=[CH:17][C:13]([C:14]([C:4]2[CH:5]=[CH:6][C:1]([O:7][CH3:8])=[CH:2][CH:3]=2)=[O:15])=[CH:12][CH:11]=1. The catalyst class is: 229. (2) Reactant: [CH:1]1([C:7]([NH:9][C:10]2[CH:15]=[C:14]([C:16]([F:19])([F:18])[F:17])[CH:13]=[CH:12][C:11]=2[NH:20][C:21]2[CH:22]=[C:23]([CH:29]=[CH:30][CH:31]=2)[C:24]([O:26]CC)=[O:25])=[O:8])[CH2:6][CH2:5][CH2:4][CH2:3][CH2:2]1.CO.[OH-].[Na+].Cl. Product: [CH:1]1([C:7]([NH:9][C:10]2[CH:15]=[C:14]([C:16]([F:18])([F:19])[F:17])[CH:13]=[CH:12][C:11]=2[NH:20][C:21]2[CH:22]=[C:23]([CH:29]=[CH:30][CH:31]=2)[C:24]([OH:26])=[O:25])=[O:8])[CH2:6][CH2:5][CH2:4][CH2:3][CH2:2]1. The catalyst class is: 90.